The task is: Regression. Given a peptide amino acid sequence and an MHC pseudo amino acid sequence, predict their binding affinity value. This is MHC class II binding data.. This data is from Peptide-MHC class II binding affinity with 134,281 pairs from IEDB. The peptide sequence is IKTLKFDALSGSQEV. The MHC is DRB3_0202 with pseudo-sequence DRB3_0202. The binding affinity (normalized) is 0.